The task is: Predict which catalyst facilitates the given reaction.. This data is from Catalyst prediction with 721,799 reactions and 888 catalyst types from USPTO. (1) Reactant: [Br:1][C:2]1[CH:34]=[CH:33][C:5]([CH2:6][C@@:7]2([CH3:32])[N:11]3[C:12]([C:15]([NH:17][C@@H:18]([CH3:22])[C:19]([OH:21])=O)=[O:16])=[CH:13][N:14]=[C:10]3[N:9]([C:23]3[CH:28]=[C:27]([Cl:29])[CH:26]=[C:25]([Cl:30])[CH:24]=3)[C:8]2=[O:31])=[CH:4][CH:3]=1.FC(F)(F)C(O)=O.[NH:42]1[C:46]([C@@H:47]2[CH2:52][CH2:51][CH2:50][NH:49][CH2:48]2)=[N:45][N:44]=[N:43]1.CN(C(ON1N=NC2C=CC=NC1=2)=[N+](C)C)C.F[P-](F)(F)(F)(F)F.CCN(CC)CC.C1C=NC2N(O)N=NC=2C=1. Product: [Br:1][C:2]1[CH:34]=[CH:33][C:5]([CH2:6][C@@:7]2([CH3:32])[N:11]3[C:12]([C:15]([NH:17][C@@H:18]([CH3:22])[C:19](=[O:21])[N:49]4[CH2:50][CH2:51][CH2:52][C@@H:47]([C:46]5[NH:45][N:44]=[N:43][N:42]=5)[CH2:48]4)=[O:16])=[CH:13][N:14]=[C:10]3[N:9]([C:23]3[CH:24]=[C:25]([Cl:30])[CH:26]=[C:27]([Cl:29])[CH:28]=3)[C:8]2=[O:31])=[CH:4][CH:3]=1. The catalyst class is: 3. (2) Reactant: [CH3:1][NH:2][C@@H:3]1[CH2:7][CH2:6][N:5]([C:8]2[C:9]3[CH:16]=[CH:15][N:14]([CH2:17][O:18][CH2:19][CH2:20][Si:21]([CH3:24])([CH3:23])[CH3:22])[C:10]=3[N:11]=[CH:12][N:13]=2)[CH2:4]1.CN(C(ON1N=NC2C=CC=CC1=2)=[N+](C)C)C.[B-](F)(F)(F)F.CCN(C(C)C)C(C)C.[NH:56]1[CH:60]=[C:59]([CH2:61][C:62]([OH:64])=O)[N:58]=[CH:57]1. Product: [NH:56]1[CH:60]=[C:59]([CH2:61][C:62]([N:2]([CH3:1])[C@@H:3]2[CH2:7][CH2:6][N:5]([C:8]3[C:9]4[CH:16]=[CH:15][N:14]([CH2:17][O:18][CH2:19][CH2:20][Si:21]([CH3:24])([CH3:23])[CH3:22])[C:10]=4[N:11]=[CH:12][N:13]=3)[CH2:4]2)=[O:64])[N:58]=[CH:57]1. The catalyst class is: 1.